Dataset: Catalyst prediction with 721,799 reactions and 888 catalyst types from USPTO. Task: Predict which catalyst facilitates the given reaction. (1) Reactant: COC[N:4]1[C:12]2[C:7](=[CH:8][CH:9]=[CH:10][C:11]=2[N:13]([CH3:26])S(C2C=CC([N+]([O-])=O)=CC=2)(=O)=O)[CH:6]=[C:5]1[C:27]([O:29][CH2:30][CH3:31])=[O:28].Cl. Product: [CH3:26][NH:13][C:11]1[CH:10]=[CH:9][CH:8]=[C:7]2[C:12]=1[NH:4][C:5]([C:27]([O:29][CH2:30][CH3:31])=[O:28])=[CH:6]2. The catalyst class is: 8. (2) Reactant: C(N(CC)CC)C.[OH:8][C@H:9]1[CH2:14][CH2:13][N:12]([C:15]([O:17][C:18]([CH3:21])([CH3:20])[CH3:19])=[O:16])[C@@H:11]([CH3:22])[CH2:10]1.[CH3:23][S:24](Cl)(=[O:26])=[O:25]. Product: [CH3:22][C@H:11]1[CH2:10][C@@H:9]([O:8][S:24]([CH3:23])(=[O:26])=[O:25])[CH2:14][CH2:13][N:12]1[C:15]([O:17][C:18]([CH3:21])([CH3:20])[CH3:19])=[O:16]. The catalyst class is: 4. (3) Reactant: [C:1]([C:3]1[CH:4]=[C:5]([C:14]2[O:18][N:17]=[C:16]([C:19]3[CH:27]=[CH:26][C:25]4[NH:24][C:23]5[CH:28]([CH2:31][C:32]([OH:34])=[O:33])[CH2:29][CH2:30][C:22]=5[C:21]=4[CH:20]=3)[N:15]=2)[CH:6]=[C:7]([O:9][C:10]([F:13])([F:12])[F:11])[CH:8]=1)#[CH:2].[H][H]. Product: [CH2:1]([C:3]1[CH:4]=[C:5]([C:14]2[O:18][N:17]=[C:16]([C:19]3[CH:27]=[CH:26][C:25]4[NH:24][C:23]5[CH:28]([CH2:31][C:32]([OH:34])=[O:33])[CH2:29][CH2:30][C:22]=5[C:21]=4[CH:20]=3)[N:15]=2)[CH:6]=[C:7]([O:9][C:10]([F:12])([F:13])[F:11])[CH:8]=1)[CH3:2]. The catalyst class is: 78. (4) Reactant: [C:1]([C:3]1[CH:8]=[CH:7][CH:6]=[CH:5][C:4]=1[C:9]1[CH:17]=[CH:16][C:12]([C:13](O)=[O:14])=[C:11]([NH:18][CH2:19][CH2:20][C:21]2[CH:26]=[CH:25][CH:24]=[C:23]([F:27])[CH:22]=2)[N:10]=1)#[N:2].CCN(C(C)C)C(C)C.CN(C(ON1N=NC2C=CC=CC1=2)=[N+](C)C)C.F[P-](F)(F)(F)(F)F.[NH2:61][CH2:62][C:63]1[C:64]([CH2:69][NH:70][C:71](=[O:77])[O:72][C:73]([CH3:76])([CH3:75])[CH3:74])=[N:65][CH:66]=[CH:67][CH:68]=1. Product: [C:1]([C:3]1[CH:8]=[CH:7][CH:6]=[CH:5][C:4]=1[C:9]1[CH:17]=[CH:16][C:12]([C:13]([NH:61][CH2:62][C:63]2[C:64]([CH2:69][NH:70][C:71](=[O:77])[O:72][C:73]([CH3:74])([CH3:76])[CH3:75])=[N:65][CH:66]=[CH:67][CH:68]=2)=[O:14])=[C:11]([NH:18][CH2:19][CH2:20][C:21]2[CH:26]=[CH:25][CH:24]=[C:23]([F:27])[CH:22]=2)[N:10]=1)#[N:2]. The catalyst class is: 3. (5) Reactant: [CH:1]1([N:6]2[CH2:11][CH2:10][N:9]([C:12]([C:14]3[CH:15]=[C:16]4[C:20](=[CH:21][CH:22]=3)[NH:19][C:18]([C:23]([N:25]3[CH2:30][CH2:29][C:28]([F:32])([F:31])[CH2:27][CH2:26]3)=[O:24])=[CH:17]4)=[O:13])[CH2:8][CH2:7]2)[CH2:5][CH2:4][CH2:3][CH2:2]1.[Cl:33][C:34]1[CH:35]=[C:36](B(O)O)[CH:37]=[CH:38][CH:39]=1.N1C=CC=CC=1. Product: [Cl:33][C:34]1[CH:39]=[C:38]([N:19]2[C:20]3[C:16](=[CH:15][C:14]([C:12]([N:9]4[CH2:8][CH2:7][N:6]([CH:1]5[CH2:5][CH2:4][CH2:3][CH2:2]5)[CH2:11][CH2:10]4)=[O:13])=[CH:22][CH:21]=3)[CH:17]=[C:18]2[C:23]([N:25]2[CH2:26][CH2:27][C:28]([F:31])([F:32])[CH2:29][CH2:30]2)=[O:24])[CH:37]=[CH:36][CH:35]=1. The catalyst class is: 221. (6) Reactant: [CH3:1][O:2][C:3]1[CH:4]=[C:5]2[C:10](=[CH:11][CH:12]=1)[C:9](=[O:13])[CH:8]([NH:14][C:15]([C:17]1[O:21][N:20]=[C:19]([C:22]3[CH:27]=[CH:26][CH:25]=[CH:24][CH:23]=3)[C:18]=1[C:28]([F:31])([F:30])[F:29])=O)[CH2:7][CH2:6]2.P(Cl)(Cl)(Cl)=O. Product: [CH3:1][O:2][C:3]1[CH:4]=[C:5]2[C:10](=[CH:11][CH:12]=1)[C:9]1[O:13][C:15]([C:17]3[O:21][N:20]=[C:19]([C:22]4[CH:23]=[CH:24][CH:25]=[CH:26][CH:27]=4)[C:18]=3[C:28]([F:29])([F:31])[F:30])=[N:14][C:8]=1[CH2:7][CH2:6]2. The catalyst class is: 68.